Predict the reactants needed to synthesize the given product. From a dataset of Full USPTO retrosynthesis dataset with 1.9M reactions from patents (1976-2016). (1) Given the product [Cl:18][C:13]1[CH:14]=[C:15]2[C:10](=[CH:11][CH:12]=1)[NH:9][C:8]([C:6]([OH:7])=[O:5])=[C:16]2[CH3:17], predict the reactants needed to synthesize it. The reactants are: [OH-].[Na+].C([O:5][C:6]([C:8]1[NH:9][C:10]2[C:15]([C:16]=1[CH3:17])=[CH:14][C:13]([Cl:18])=[CH:12][CH:11]=2)=[O:7])C. (2) Given the product [Br:1][C:2]1[CH:3]=[CH:4][C:5]2[N:6]([CH2:16][CH:17]([F:47])[CH2:18][N:19]([C:32]3[CH:37]=[CH:36][CH:35]=[C:34]([O:38][CH3:39])[CH:33]=3)[S:20]([C:23]3[CH:28]=[CH:27][C:26]([N+:29]([O-:31])=[O:30])=[CH:25][CH:24]=3)(=[O:22])=[O:21])[C:7]3[C:12]([C:13]=2[CH:14]=1)=[CH:11][C:10]([Br:15])=[CH:9][CH:8]=3, predict the reactants needed to synthesize it. The reactants are: [Br:1][C:2]1[CH:3]=[CH:4][C:5]2[N:6]([CH2:16][CH:17](O)[CH2:18][N:19]([C:32]3[CH:37]=[CH:36][CH:35]=[C:34]([O:38][CH3:39])[CH:33]=3)[S:20]([C:23]3[CH:28]=[CH:27][C:26]([N+:29]([O-:31])=[O:30])=[CH:25][CH:24]=3)(=[O:22])=[O:21])[C:7]3[C:12]([C:13]=2[CH:14]=1)=[CH:11][C:10]([Br:15])=[CH:9][CH:8]=3.C(N(S(F)(F)[F:47])CC)C. (3) Given the product [Br:2][C:3]1[CH:4]=[CH:5][C:6]([CH:9]([C:19]2[S:20][CH:21]=[CH:22][N:23]=2)[O:10][CH:11]([CH2:15][CH:16]([CH3:18])[CH3:17])[C:12]([NH:28][CH2:27][C:26]#[N:25])=[O:14])=[CH:7][CH:8]=1, predict the reactants needed to synthesize it. The reactants are: [K+].[Br:2][C:3]1[CH:8]=[CH:7][C:6]([CH:9]([C:19]2[S:20][CH:21]=[CH:22][N:23]=2)[O:10][CH:11]([CH2:15][CH:16]([CH3:18])[CH3:17])[C:12]([O-:14])=O)=[CH:5][CH:4]=1.Cl.[NH2:25][CH2:26][C:27]#[N:28]. (4) Given the product [Cl:13][C:11]1[CH:12]=[C:7]2[NH:6][CH:4]([CH3:5])[CH2:3][CH2:2][N:8]2[C:9](=[O:16])[N:10]=1, predict the reactants needed to synthesize it. The reactants are: Br[CH2:2][CH2:3][CH:4]([NH:6][C:7]1[CH:12]=[C:11]([Cl:13])[N:10]=[C:9](Cl)[N:8]=1)[CH3:5].C([O-])([O-])=[O:16].[K+].[K+].